This data is from HIV replication inhibition screening data with 41,000+ compounds from the AIDS Antiviral Screen. The task is: Binary Classification. Given a drug SMILES string, predict its activity (active/inactive) in a high-throughput screening assay against a specified biological target. (1) The drug is CCC12CCCN(Cc3ccccc3)C1c1c([nH]c3ccccc13)C(CO)C2. The result is 0 (inactive). (2) The compound is CC1=NN(c2ccccc2)C(=O)C1N=Nc1ccc(S(=O)(=O)Nc2nnc(C)s2)cc1. The result is 0 (inactive).